From a dataset of Catalyst prediction with 721,799 reactions and 888 catalyst types from USPTO. Predict which catalyst facilitates the given reaction. (1) Reactant: [F:1][C:2]1[CH:7]=[CH:6][CH:5]=[C:4]([C:8]2[CH:13]=[C:12]([N+:14]([O-])=O)[CH:11]=[CH:10][C:9]=2[F:17])[C:3]=1[C:18]#[N:19].O.O.[Sn](Cl)Cl. Product: [NH2:14][C:12]1[CH:11]=[CH:10][C:9]([F:17])=[C:8]([C:4]2[C:3]([C:18]#[N:19])=[C:2]([F:1])[CH:7]=[CH:6][CH:5]=2)[CH:13]=1. The catalyst class is: 214. (2) Reactant: C([N:8]1[CH2:17][CH2:16][C:15]2[C:14]([NH:18][C:19]3[CH:24]=[CH:23][C:22]([S:25]([C:28]([F:31])([F:30])[F:29])(=[O:27])=[O:26])=[CH:21][CH:20]=3)=[N:13][CH:12]=[N:11][C:10]=2[CH2:9]1)C1C=CC=CC=1. Product: [F:31][C:28]([F:29])([F:30])[S:25]([C:22]1[CH:23]=[CH:24][C:19]([NH:18][C:14]2[C:15]3[CH2:16][CH2:17][NH:8][CH2:9][C:10]=3[N:11]=[CH:12][N:13]=2)=[CH:20][CH:21]=1)(=[O:26])=[O:27]. The catalyst class is: 293. (3) Reactant: [Cl:1][C:2]1[CH:18]=[CH:17][C:5]2[CH2:6][CH2:7][N:8]([C:11](=[O:16])[C:12]([F:15])([F:14])[F:13])[CH2:9][CH2:10][C:4]=2[C:3]=1OS(C(F)(F)F)(=O)=O.[CH3:27][C:28]1([CH2:34][O:35][C:36]2[CH:43]=[CH:42][C:39]([CH2:40][NH2:41])=[CH:38][CH:37]=2)[CH2:33][CH2:32][CH2:31][CH2:30][CH2:29]1. Product: [Cl:1][C:2]1[CH:18]=[CH:17][C:5]2[CH2:6][CH2:7][N:8]([C:11](=[O:16])[C:12]([F:15])([F:14])[F:13])[CH2:9][CH2:10][C:4]=2[C:3]=1[NH:41][CH2:40][C:39]1[CH:42]=[CH:43][C:36]([O:35][CH2:34][C:28]2([CH3:27])[CH2:33][CH2:32][CH2:31][CH2:30][CH2:29]2)=[CH:37][CH:38]=1. The catalyst class is: 12.